This data is from TCR-epitope binding with 47,182 pairs between 192 epitopes and 23,139 TCRs. The task is: Binary Classification. Given a T-cell receptor sequence (or CDR3 region) and an epitope sequence, predict whether binding occurs between them. (1) The epitope is TFYLTNDVSFL. The TCR CDR3 sequence is CASSEDAGLGAYGYTF. Result: 0 (the TCR does not bind to the epitope). (2) The epitope is HTTDPSFLGRY. The TCR CDR3 sequence is CSAFPGELTDTQYF. Result: 1 (the TCR binds to the epitope). (3) The epitope is VTIAEILLI. The TCR CDR3 sequence is CASSPGQDTDTQYF. Result: 0 (the TCR does not bind to the epitope). (4) Result: 1 (the TCR binds to the epitope). The TCR CDR3 sequence is CASSPTDGGYYGYTF. The epitope is IVTDFSVIK. (5) The epitope is EEHVQIHTI. The TCR CDR3 sequence is CASSTEGGSYTF. Result: 0 (the TCR does not bind to the epitope).